This data is from Forward reaction prediction with 1.9M reactions from USPTO patents (1976-2016). The task is: Predict the product of the given reaction. (1) Given the reactants [F-].C([N+](CCCC)(CCCC)CCCC)CCC.[C:19]([O:23][C:24](=[O:40])[NH:25][C:26]1[CH:31]=[CH:30][C:29]([CH2:32][Si](C)(C)C)=[C:28]([N+:37]([O-:39])=[O:38])[CH:27]=1)([CH3:22])([CH3:21])[CH3:20].[I:41][C:42]1[C:47]([CH:48]=[O:49])=[C:46]([O:50][CH3:51])[N:45]=[CH:44][CH:43]=1, predict the reaction product. The product is: [C:19]([O:23][C:24](=[O:40])[NH:25][C:26]1[CH:31]=[CH:30][C:29]([CH2:32][CH:48]([OH:49])[C:47]2[C:46]([O:50][CH3:51])=[N:45][CH:44]=[CH:43][C:42]=2[I:41])=[C:28]([N+:37]([O-:39])=[O:38])[CH:27]=1)([CH3:22])([CH3:21])[CH3:20]. (2) The product is: [O:2]1[CH2:18][CH2:19][O:20][CH:1]1[C:3]1[C:12]([Br:13])=[CH:11][C:10]2[C:9]([CH3:15])([CH3:14])[CH2:8][CH2:7][C:6]([CH3:17])([CH3:16])[C:5]=2[CH:4]=1. Given the reactants [CH:1]([C:3]1[C:12]([Br:13])=[CH:11][C:10]2[C:9]([CH3:15])([CH3:14])[CH2:8][CH2:7][C:6]([CH3:17])([CH3:16])[C:5]=2[CH:4]=1)=[O:2].[CH2:18](O)[CH2:19][OH:20].O.C1(C)C=CC(S(O)(=O)=O)=CC=1, predict the reaction product. (3) Given the reactants [CH3:1][O:2][C:3]1[CH:8]=[C:7]([N+:9]([O-:11])=[O:10])[CH:6]=[CH:5][C:4]=1[N:12]1[CH:17]=[CH:16][CH:15]=[C:14]([CH2:18][C:19](O)=[O:20])[C:13]1=[O:22].B.ClCCl.[OH-].[Na+], predict the reaction product. The product is: [OH:20][CH2:19][CH2:18][C:14]1[C:13](=[O:22])[N:12]([C:4]2[CH:5]=[CH:6][C:7]([N+:9]([O-:11])=[O:10])=[CH:8][C:3]=2[O:2][CH3:1])[CH:17]=[CH:16][CH:15]=1. (4) The product is: [CH3:17][CH:16]([C:23]1([C:22]2[N:21]([CH2:24][O:25][CH2:26][CH2:27][Si:28]([CH3:29])([CH3:30])[CH3:31])[C:17]3=[N:18][CH:19]=[CH:20][CH:15]=[C:16]3[CH:23]=2)[CH2:40][NH:38][N:21]=[CH:22]1)[CH2:15][CH2:20][C:35]1[CH:36]=[N:32][NH:33][CH:34]=1. Given the reactants CS(OCCC(N1C=C([C:15]2[CH:20]=[CH:19][N:18]=[C:17]3[N:21]([CH2:24][O:25][CH2:26][CH2:27][Si:28]([CH3:31])([CH3:30])[CH3:29])[CH:22]=[CH:23][C:16]=23)C=N1)C)(=O)=O.[NH:32]1[CH:36]=[CH:35][CH:34]=[N:33]1.C[N:38]([CH:40]=O)C.[H-].[Na+], predict the reaction product. (5) Given the reactants [ClH:1].CC1C(C[N:13]2[CH2:18][CH2:17][C:16](S(C3C=CC(OCC#CC)=CC=3)(=O)=O)([C:19]([NH:21][OH:22])=[O:20])[CH2:15][CH2:14]2)=C(C=CC=1)C(O)=O.[OH-].[NH4+], predict the reaction product. The product is: [ClH:1].[OH:22][NH:21][C:19]([CH:16]1[CH2:17][CH2:18][NH:13][CH2:14][CH2:15]1)=[O:20]. (6) The product is: [CH3:32][N:11]([CH2:12][CH:13]1[CH2:18][CH2:17][N:16]([C:19]([O:21][C:22]([CH3:25])([CH3:24])[CH3:23])=[O:20])[CH2:15][CH2:14]1)[C:9]([O:8][CH2:1][C:2]1[CH:3]=[CH:4][CH:5]=[CH:6][CH:7]=1)=[O:10]. Given the reactants [CH2:1]([O:8][C:9]([NH:11][CH2:12][CH:13]1[CH2:18][CH2:17][N:16]([C:19]([O:21][C:22]([CH3:25])([CH3:24])[CH3:23])=[O:20])[CH2:15][CH2:14]1)=[O:10])[C:2]1[CH:7]=[CH:6][CH:5]=[CH:4][CH:3]=1.[H-].[Na+].S(C1C=CC(C)=CC=1)(O[CH3:32])(=O)=O.C(=O)(O)[O-].[Na+], predict the reaction product. (7) Given the reactants [F:1][C:2]([F:18])([F:17])[CH2:3][NH:4][C:5]1[CH:12]=[CH:11][C:8]([C:9]#[N:10])=[C:7]([C:13]([F:16])([F:15])[F:14])[CH:6]=1.CS(O[CH2:24][C:25]1[N:26]=[CH:27][O:28][CH:29]=1)(=O)=O.C([O-])([O-])=O.[Cs+].[Cs+], predict the reaction product. The product is: [O:28]1[CH:29]=[C:25]([CH2:24][N:4]([CH2:3][C:2]([F:17])([F:18])[F:1])[C:5]2[CH:12]=[CH:11][C:8]([C:9]#[N:10])=[C:7]([C:13]([F:16])([F:14])[F:15])[CH:6]=2)[N:26]=[CH:27]1.